Predict which catalyst facilitates the given reaction. From a dataset of Catalyst prediction with 721,799 reactions and 888 catalyst types from USPTO. (1) Reactant: [F:1][C:2]1[CH:7]=[CH:6][C:5]([C:8]2[C:16]3[C:11](=[CH:12][C:13]([C:17]([O:19]C)=[O:18])=[CH:14][CH:15]=3)[NH:10][CH:9]=2)=[CH:4][CH:3]=1.O[Li].O. Product: [F:1][C:2]1[CH:3]=[CH:4][C:5]([C:8]2[C:16]3[C:11](=[CH:12][C:13]([C:17]([OH:19])=[O:18])=[CH:14][CH:15]=3)[NH:10][CH:9]=2)=[CH:6][CH:7]=1. The catalyst class is: 20. (2) The catalyst class is: 11. Reactant: [NH2:1][C:2]1[C:3]([OH:12])=[C:4]([CH:9]=[CH:10][CH:11]=1)[C:5]([O:7][CH3:8])=[O:6].N1C=CC=CC=1.[N:19]1[CH:24]=[CH:23][C:22]([C:25]2[CH:26]=[C:27]([CH:31]=[CH:32][CH:33]=2)[C:28](Cl)=[O:29])=[CH:21][CH:20]=1. Product: [OH:12][C:3]1[C:2]([NH:1][C:28](=[O:29])[C:27]2[CH:31]=[CH:32][CH:33]=[C:25]([C:22]3[CH:21]=[CH:20][N:19]=[CH:24][CH:23]=3)[CH:26]=2)=[CH:11][CH:10]=[CH:9][C:4]=1[C:5]([O:7][CH3:8])=[O:6]. (3) The catalyst class is: 174. Reactant: ClC1C=C(C=CC=1I)N.[C:10]([NH:17][C:18]1[CH:23]=[CH:22][C:21]([I:24])=[C:20]([Cl:25])[CH:19]=1)([O:12][C:13]([CH3:16])([CH3:15])[CH3:14])=[O:11].[H-].[Na+].Br[CH:29]([CH3:37])[C:30]([O:32][CH2:33][CH:34]([CH3:36])[CH3:35])=[O:31]. Product: [CH2:33]([O:32][C:30](=[O:31])[C@H:29]([CH3:37])[N:17]([C:10]([O:12][C:13]([CH3:16])([CH3:15])[CH3:14])=[O:11])[C:18]1[CH:23]=[CH:22][C:21]([I:24])=[C:20]([Cl:25])[CH:19]=1)[CH:34]([CH3:36])[CH3:35]. (4) Reactant: [O:1]=[C:2]([C:16]1[CH:21]=[CH:20][CH:19]=[CH:18][CH:17]=1)[C:3]([NH:5][C:6]1[CH:14]=[CH:13][CH:12]=[C:11]2[C:7]=1[CH2:8][O:9][C:10]2=[O:15])=[O:4].[H-].[Na+].Cl[CH2:25][C:26]1[CH:31]=[CH:30][C:29]([O:32][CH3:33])=[CH:28][CH:27]=1.Cl. Product: [CH3:33][O:32][C:29]1[CH:30]=[CH:31][C:26]([CH2:25][N:5]([C:6]2[CH:14]=[CH:13][CH:12]=[C:11]3[C:7]=2[CH2:8][O:9][C:10]3=[O:15])[C:3](=[O:4])[C:2](=[O:1])[C:16]2[CH:21]=[CH:20][CH:19]=[CH:18][CH:17]=2)=[CH:27][CH:28]=1. The catalyst class is: 248. (5) Reactant: [CH:1]1([CH2:4][S:5]([CH2:8][C@H:9]([NH:13][C@@H:14]([C:18]2[CH:23]=[CH:22][C:21]([F:24])=[CH:20][CH:19]=2)[CH:15]([F:17])[F:16])[C:10]([OH:12])=O)(=[O:7])=[O:6])[CH2:3][CH2:2]1.Cl.[NH2:26][C:27]1([C:30]#[N:31])[CH2:29][CH2:28]1.CN(C(ON1N=NC2C=CC=NC1=2)=[N+](C)C)C.F[P-](F)(F)(F)(F)F.C(N(C(C)C)CC)(C)C. Product: [C:30]([C:27]1([NH:26][C:10](=[O:12])[CH:9]([NH:13][CH:14]([C:18]2[CH:23]=[CH:22][C:21]([F:24])=[CH:20][CH:19]=2)[CH:15]([F:17])[F:16])[CH2:8][S:5]([CH2:4][CH:1]2[CH2:2][CH2:3]2)(=[O:7])=[O:6])[CH2:29][CH2:28]1)#[N:31]. The catalyst class is: 3. (6) Reactant: [OH:1][C:2]1[CH:9]=[CH:8][C:5]([CH:6]=O)=[CH:4][CH:3]=1.Cl.[NH2:11][CH2:12][C:13]([CH3:16])([SH:15])[CH3:14].C([O-])([O-])=O.[K+].[K+].[O-]S([O-])(=O)=O.[Mg+2]. Product: [CH3:14][C:13]([SH:15])([CH3:16])[CH2:12][NH:11][CH2:6][C:5]1[CH:8]=[CH:9][C:2]([OH:1])=[CH:3][CH:4]=1. The catalyst class is: 22. (7) Reactant: [Br:1][C:2]1[C:7]2[C:8](=[O:21])[N:9](C(C)(C3C=CC=CC=3)C)[CH:10](O)[C:6]=2[CH:5]=[CH:4][N:3]=1.FC(F)(F)C(O)=O.C([SiH](CC)CC)C. Product: [Br:1][C:2]1[C:7]2[C:8](=[O:21])[NH:9][CH2:10][C:6]=2[CH:5]=[CH:4][N:3]=1. The catalyst class is: 463. (8) Reactant: [Br:1][CH2:2][C:3]1[CH:8]=[CH:7][CH:6]=[C:5]([N+:9]([O-])=O)[CH:4]=1.Cl. Product: [Br:1][CH2:2][C:3]1[CH:4]=[C:5]([CH:6]=[CH:7][CH:8]=1)[NH2:9]. The catalyst class is: 447.